Dataset: Reaction yield outcomes from USPTO patents with 853,638 reactions. Task: Predict the reaction yield, written as a fraction of the theoretical maximum amount of product (1.0 means a 100% yield; for example, 0.34 means a 34% yield). The reactants are [F:1][C:2]1[CH:3]=[N:4][CH:5]=[CH:6][C:7]=1[C:8]1[N:9]=[CH:10][C:11]([NH2:20])=[N:12][C:13]=1[C:14]1[CH:15]=[N:16][CH:17]=[CH:18][CH:19]=1.[Br:21]N1C(=O)CCC1=O. The catalyst is CS(C)=O.O. The product is [Br:21][C:10]1[C:11]([NH2:20])=[N:12][C:13]([C:14]2[CH:15]=[N:16][CH:17]=[CH:18][CH:19]=2)=[C:8]([C:7]2[CH:6]=[CH:5][N:4]=[CH:3][C:2]=2[F:1])[N:9]=1. The yield is 0.310.